The task is: Predict which catalyst facilitates the given reaction.. This data is from Catalyst prediction with 721,799 reactions and 888 catalyst types from USPTO. Reactant: [F:1][C:2]1[CH:3]=[C:4]([CH:21]=[CH:22][CH:23]=1)[CH2:5][O:6][C:7]1[CH:12]=[CH:11][C:10]([C:13]2[CH:17]=[C:16]([C:18](O)=[O:19])[O:15][N:14]=2)=[CH:9][CH:8]=1.C([N:27](C(C)C)CC)(C)C.Cl.CN(C)CCCN=C=NCC.ON1C2C=CC=CC=2N=N1.[NH4+].[Cl-]. Product: [F:1][C:2]1[CH:3]=[C:4]([CH:21]=[CH:22][CH:23]=1)[CH2:5][O:6][C:7]1[CH:12]=[CH:11][C:10]([C:13]2[CH:17]=[C:16]([C:18]([NH2:27])=[O:19])[O:15][N:14]=2)=[CH:9][CH:8]=1. The catalyst class is: 59.